This data is from Reaction yield outcomes from USPTO patents with 853,638 reactions. The task is: Predict the reaction yield, written as a fraction of the theoretical maximum amount of product (1.0 means a 100% yield; for example, 0.34 means a 34% yield). (1) The reactants are [C:1]1([N:7]2[C:11](=[O:12])[CH:10]=[CH:9][C:8]2=[O:13])[CH:6]=[CH:5][CH:4]=[CH:3][CH:2]=1.[Br:14]Br.C(N(CC)CC)C. The yield is 0.620. The catalyst is C(Cl)(Cl)Cl.O1CCCC1. The product is [C:1]1([N:7]2[C:11](=[O:12])[CH:10]=[C:9]([Br:14])[C:8]2=[O:13])[CH:2]=[CH:3][CH:4]=[CH:5][CH:6]=1. (2) The reactants are [NH2:1][C@H:2]([CH2:7][OH:8])[CH2:3][CH2:4][S:5][CH3:6].[S:9]1[C:13]2[CH:14]=[CH:15][CH:16]=[CH:17][C:12]=2[CH:11]=[C:10]1[C:18]1[O:22][C:21](=[O:23])[C:20]2([CH2:28][CH2:27][CH2:26][CH2:25][CH2:24]2)[N:19]=1.O. The catalyst is CN(C)C=O. The product is [S:9]1[C:13]2[CH:14]=[CH:15][CH:16]=[CH:17][C:12]=2[CH:11]=[C:10]1[C:18]([NH:19][C:20]1([C:21]([NH:1][C@H:2]([CH2:7][OH:8])[CH2:3][CH2:4][S:5][CH3:6])=[O:23])[CH2:28][CH2:27][CH2:26][CH2:25][CH2:24]1)=[O:22]. The yield is 0.980.